Predict the reaction yield, written as a fraction of the theoretical maximum amount of product (1.0 means a 100% yield; for example, 0.34 means a 34% yield). From a dataset of Reaction yield outcomes from USPTO patents with 853,638 reactions. The reactants are [NH2:1][C:2]1[CH:11]=[C:10]([O:12][CH3:13])[C:9]([O:14][CH2:15][CH2:16][CH2:17][Cl:18])=[CH:8][C:3]=1[C:4](OC)=[O:5].Cl.[CH:20](N)=[NH:21]. The catalyst is CCOC(C)=O. The product is [Cl:18][CH2:17][CH2:16][CH2:15][O:14][C:9]1[CH:8]=[C:3]2[C:2](=[CH:11][C:10]=1[O:12][CH3:13])[N:1]=[CH:20][N:21]=[C:4]2[OH:5]. The yield is 0.760.